Regression. Given two drug SMILES strings and cell line genomic features, predict the synergy score measuring deviation from expected non-interaction effect. From a dataset of NCI-60 drug combinations with 297,098 pairs across 59 cell lines. (1) Drug 1: C1CC(=O)NC(=O)C1N2CC3=C(C2=O)C=CC=C3N. Drug 2: C1=NC2=C(N=C(N=C2N1C3C(C(C(O3)CO)O)O)F)N. Cell line: DU-145. Synergy scores: CSS=5.30, Synergy_ZIP=-2.32, Synergy_Bliss=0.268, Synergy_Loewe=-2.69, Synergy_HSA=-0.0739. (2) Drug 1: C1CCN(CC1)CCOC2=CC=C(C=C2)C(=O)C3=C(SC4=C3C=CC(=C4)O)C5=CC=C(C=C5)O. Drug 2: C1C(C(OC1N2C=NC(=NC2=O)N)CO)O. Cell line: EKVX. Synergy scores: CSS=-2.24, Synergy_ZIP=-0.357, Synergy_Bliss=-4.74, Synergy_Loewe=-3.43, Synergy_HSA=-5.30. (3) Drug 1: C1=CN(C=N1)CC(O)(P(=O)(O)O)P(=O)(O)O. Drug 2: CCC1(C2=C(COC1=O)C(=O)N3CC4=CC5=C(C=CC(=C5CN(C)C)O)N=C4C3=C2)O.Cl. Cell line: UACC-257. Synergy scores: CSS=5.55, Synergy_ZIP=-3.39, Synergy_Bliss=-0.252, Synergy_Loewe=-3.17, Synergy_HSA=0.199. (4) Drug 1: C#CCC(CC1=CN=C2C(=N1)C(=NC(=N2)N)N)C3=CC=C(C=C3)C(=O)NC(CCC(=O)O)C(=O)O. Drug 2: B(C(CC(C)C)NC(=O)C(CC1=CC=CC=C1)NC(=O)C2=NC=CN=C2)(O)O. Cell line: SNB-75. Synergy scores: CSS=23.9, Synergy_ZIP=-0.335, Synergy_Bliss=-1.57, Synergy_Loewe=-3.83, Synergy_HSA=-1.57. (5) Drug 2: C1CN(P(=O)(OC1)NCCCl)CCCl. Cell line: HS 578T. Drug 1: C1CN1C2=NC(=NC(=N2)N3CC3)N4CC4. Synergy scores: CSS=10.5, Synergy_ZIP=-0.555, Synergy_Bliss=2.67, Synergy_Loewe=-13.9, Synergy_HSA=-1.72. (6) Drug 1: CC1C(C(CC(O1)OC2CC(CC3=C2C(=C4C(=C3O)C(=O)C5=C(C4=O)C(=CC=C5)OC)O)(C(=O)C)O)N)O.Cl. Drug 2: C1=C(C(=O)NC(=O)N1)F. Cell line: RXF 393. Synergy scores: CSS=38.7, Synergy_ZIP=-4.73, Synergy_Bliss=3.82, Synergy_Loewe=5.04, Synergy_HSA=6.42. (7) Drug 1: CC1=C(C(=O)C2=C(C1=O)N3CC4C(C3(C2COC(=O)N)OC)N4)N. Drug 2: C(CCl)NC(=O)N(CCCl)N=O. Cell line: SF-539. Synergy scores: CSS=-4.07, Synergy_ZIP=-3.07, Synergy_Bliss=-10.1, Synergy_Loewe=-13.5, Synergy_HSA=-12.9. (8) Drug 1: CN(C)N=NC1=C(NC=N1)C(=O)N. Drug 2: CN(CC1=CN=C2C(=N1)C(=NC(=N2)N)N)C3=CC=C(C=C3)C(=O)NC(CCC(=O)O)C(=O)O. Cell line: OVCAR3. Synergy scores: CSS=29.4, Synergy_ZIP=-8.04, Synergy_Bliss=-2.89, Synergy_Loewe=-17.9, Synergy_HSA=-1.04.